This data is from Catalyst prediction with 721,799 reactions and 888 catalyst types from USPTO. The task is: Predict which catalyst facilitates the given reaction. (1) Reactant: [Si:1]([O:8][C:9]1[CH:10]=[C:11]2[C:15](=[CH:16][CH:17]=1)[NH:14][CH:13]=[CH:12]2)([C:4]([CH3:7])([CH3:6])[CH3:5])([CH3:3])[CH3:2].[CH3:18][C:19]([O:22][C:23](O[C:23]([O:22][C:19]([CH3:21])([CH3:20])[CH3:18])=[O:24])=[O:24])([CH3:21])[CH3:20]. Product: [Si:1]([O:8][C:9]1[CH:10]=[C:11]2[C:15](=[CH:16][CH:17]=1)[N:14]([C:23]([O:22][C:19]([CH3:21])([CH3:20])[CH3:18])=[O:24])[CH:13]=[CH:12]2)([C:4]([CH3:7])([CH3:6])[CH3:5])([CH3:3])[CH3:2]. The catalyst class is: 64. (2) Reactant: [CH3:1][O:2][C:3]1[CH:20]=[CH:19][C:6]([CH2:7][N:8]2[C:12]3=[N:13][CH:14]=[CH:15][C:16](Cl)=[C:11]3[C:10]([I:18])=[N:9]2)=[CH:5][CH:4]=1.C([O-])(=[O:23])C.[Cs+].CN(C=O)C. Product: [CH3:1][O:2][C:3]1[CH:20]=[CH:19][C:6]([CH2:7][N:8]2[C:12]3[N:13]=[CH:14][CH:15]=[C:16]([OH:23])[C:11]=3[C:10]([I:18])=[N:9]2)=[CH:5][CH:4]=1. The catalyst class is: 6.